This data is from Reaction yield outcomes from USPTO patents with 853,638 reactions. The task is: Predict the reaction yield, written as a fraction of the theoretical maximum amount of product (1.0 means a 100% yield; for example, 0.34 means a 34% yield). (1) The reactants are [F:1][C:2]1[CH:7]=[C:6]([CH3:8])[CH:5]=[CH:4][C:3]=1[NH:9][C:10]1[C:19]2[C:14](=[CH:15][C:16]([O:26][CH3:27])=[C:17]([C:20]3[CH2:21][CH2:22][NH:23][CH2:24][CH:25]=3)[CH:18]=2)[N:13]=[N:12][C:11]=1[C:28]#[N:29].[CH3:30][C:31]([CH3:33])=O.C(O)(=O)C.C(O[BH-](OC(=O)C)OC(=O)C)(=O)C.[Na+]. The catalyst is ClC(Cl)C. The product is [F:1][C:2]1[CH:7]=[C:6]([CH3:8])[CH:5]=[CH:4][C:3]=1[NH:9][C:10]1[C:19]2[C:14](=[CH:15][C:16]([O:26][CH3:27])=[C:17]([C:20]3[CH2:21][CH2:22][N:23]([CH:31]([CH3:33])[CH3:30])[CH2:24][CH:25]=3)[CH:18]=2)[N:13]=[N:12][C:11]=1[C:28]#[N:29]. The yield is 0.500. (2) The reactants are CCN=C=NCCCN(C)C.Cl.[Br:13][C:14]1[CH:15]=[C:16]([NH2:21])[C:17]([NH2:20])=[CH:18][CH:19]=1.[C:22]([N:29]1[CH2:36][CH2:35][CH2:34][C@H:30]1[C:31](O)=O)([O:24][C:25]([CH3:28])([CH3:27])[CH3:26])=[O:23].ON1C2C=CC=CC=2N=N1. The catalyst is C(Cl)Cl.O.C(O)(=O)C. The product is [Br:13][C:14]1[CH:19]=[CH:18][C:17]2[N:20]=[C:31]([C@@H:30]3[CH2:34][CH2:35][CH2:36][N:29]3[C:22]([O:24][C:25]([CH3:26])([CH3:28])[CH3:27])=[O:23])[NH:21][C:16]=2[CH:15]=1. The yield is 0.612. (3) The reactants are [Br:1][C:2]1[CH:3]=[C:4]([N:8]2[C:16]3[CH:15]=[C:14](Cl)[N:13]=[CH:12][C:11]=3[C:10]([C:18]([O:20]C)=[O:19])=[N:9]2)[CH:5]=[CH:6][CH:7]=1.[CH3:22][O-:23].[Na+].CO.Cl. The catalyst is CN(C=O)C. The product is [Br:1][C:2]1[CH:3]=[C:4]([N:8]2[C:16]3[CH:15]=[C:14]([O:23][CH3:22])[N:13]=[CH:12][C:11]=3[C:10]([C:18]([OH:20])=[O:19])=[N:9]2)[CH:5]=[CH:6][CH:7]=1. The yield is 0.390. (4) The reactants are [Cl:1][CH2:2][CH:3]1[C:11]2[C:10]3[CH:12]=[CH:13][CH:14]=[C:15]([C:16]([NH2:18])=[O:17])[C:9]=3[CH:8]=[CH:7][C:6]=2[N:5]([C:19](=[O:24])[C:20]([F:23])([F:22])[F:21])[CH2:4]1.[N+:25]([O-])([OH:27])=[O:26]. The catalyst is C(Cl)Cl. The product is [Cl:1][CH2:2][CH:3]1[C:11]2[C:10]3[CH:12]=[CH:13][CH:14]=[C:15]([C:16]([NH2:18])=[O:17])[C:9]=3[C:8]([N+:25]([O-:27])=[O:26])=[CH:7][C:6]=2[N:5]([C:19](=[O:24])[C:20]([F:23])([F:21])[F:22])[CH2:4]1. The yield is 0.450. (5) The reactants are [C:1]([C:3]1[CH:8]=[CH:7][CH:6]=[CH:5][C:4]=1[CH2:9][C:10]([O:12][CH3:13])=[O:11])#[CH:2].C(N(CC)CC)C.Cl[C:22]1[C:27]([C:28]([F:31])([F:30])[F:29])=[CH:26][N:25]=[C:24]([NH:32][C:33]2[CH:38]=[CH:37][C:36]([CH:39]3[CH2:44][CH2:43][CH2:42][N:41]([C:45]([O:47][C:48]([CH3:51])([CH3:50])[CH3:49])=[O:46])[CH2:40]3)=[CH:35][CH:34]=2)[N:23]=1.C1(P(C2C=CC=CC=2)C2C=CC=CC=2)C=CC=CC=1. The catalyst is CN(C=O)C.[Cu]I. The product is [CH3:13][O:12][C:10](=[O:11])[CH2:9][C:4]1[CH:5]=[CH:6][CH:7]=[CH:8][C:3]=1[C:1]#[C:2][C:26]1[C:27]([C:28]([F:29])([F:30])[F:31])=[CH:22][N:23]=[C:24]([NH:32][C:33]2[CH:38]=[CH:37][C:36]([CH:39]3[CH2:44][CH2:43][CH2:42][N:41]([C:45]([O:47][C:48]([CH3:51])([CH3:50])[CH3:49])=[O:46])[CH2:40]3)=[CH:35][CH:34]=2)[N:25]=1. The yield is 0.790.